This data is from Peptide-MHC class I binding affinity with 185,985 pairs from IEDB/IMGT. The task is: Regression. Given a peptide amino acid sequence and an MHC pseudo amino acid sequence, predict their binding affinity value. This is MHC class I binding data. (1) The peptide sequence is IQFMHEQGY. The MHC is HLA-B15:09 with pseudo-sequence HLA-B15:09. The binding affinity (normalized) is 0.0847. (2) The peptide sequence is LEYTVVVTV. The MHC is HLA-B40:01 with pseudo-sequence HLA-B40:01. The binding affinity (normalized) is 0.423. (3) The peptide sequence is AESICSYWL. The MHC is HLA-A29:02 with pseudo-sequence HLA-A29:02. The binding affinity (normalized) is 0.0847. (4) The peptide sequence is NEYRQYLDA. The MHC is HLA-B18:01 with pseudo-sequence HLA-B18:01. The binding affinity (normalized) is 0.281. (5) The peptide sequence is HTAEIQQFF. The MHC is HLA-A31:01 with pseudo-sequence HLA-A31:01. The binding affinity (normalized) is 0.330. (6) The peptide sequence is AVITETIPI. The MHC is HLA-A02:06 with pseudo-sequence HLA-A02:06. The binding affinity (normalized) is 0.828. (7) The peptide sequence is HAEIESATL. The MHC is HLA-B15:01 with pseudo-sequence HLA-B15:01. The binding affinity (normalized) is 0.0847. (8) The peptide sequence is LPVIFLSIF. The MHC is HLA-B15:03 with pseudo-sequence HLA-B15:03. The binding affinity (normalized) is 0.530.